From a dataset of Full USPTO retrosynthesis dataset with 1.9M reactions from patents (1976-2016). Predict the reactants needed to synthesize the given product. (1) Given the product [C:24]([C:21]1[CH:20]=[CH:19][C:18]([C:6]2[C:7]3[C:12](=[CH:11][C:10]([NH:13][S:14]([CH3:17])(=[O:15])=[O:16])=[CH:9][CH:8]=3)[N:4]([CH:1]([CH3:3])[CH3:2])[CH:5]=2)=[CH:23][CH:22]=1)#[CH:25], predict the reactants needed to synthesize it. The reactants are: [CH:1]([N:4]1[C:12]2[C:7](=[CH:8][CH:9]=[C:10]([NH:13][S:14]([CH3:17])(=[O:16])=[O:15])[CH:11]=2)[C:6]([C:18]2[CH:23]=[CH:22][C:21]([C:24]#[C:25][Si](C)(C)C)=[CH:20][CH:19]=2)=[CH:5]1)([CH3:3])[CH3:2].C(N1C2C(=CC=C(NS(C)(=O)=O)C=2)C(C2C=CC(C#C[Si](C)(C)C)=CN=2)=C1)(C)C.C(=O)([O-])[O-].[K+].[K+].Cl. (2) Given the product [CH3:2][C:1]([O:25][C:23]([N:11]1[CH2:12][CH2:13][N:14]([C:28]([O:30][C:31]([CH3:34])([CH3:33])[CH3:32])=[O:29])[CH2:15][CH:10]1[C:8]([OH:9])([CH2:16][C:17]1[CH:22]=[CH:21][CH:20]=[CH:19][CH:18]=1)[CH2:7][C:1]1[CH:2]=[CH:3][CH:4]=[CH:5][CH:6]=1)=[O:26])([CH3:7])[CH3:6], predict the reactants needed to synthesize it. The reactants are: [C:1]1([CH2:7][C:8]([CH2:16][C:17]2[CH:22]=[CH:21][CH:20]=[CH:19][CH:18]=2)([CH:10]2[CH2:15][NH:14][CH2:13][CH2:12][NH:11]2)[OH:9])[CH:6]=[CH:5][CH:4]=[CH:3][CH:2]=1.[C:23](=[O:26])([O-:25])O.[Na+].[C:28](O[C:28]([O:30][C:31]([CH3:34])([CH3:33])[CH3:32])=[O:29])([O:30][C:31]([CH3:34])([CH3:33])[CH3:32])=[O:29]. (3) The reactants are: C1(N2CCN3C(CC4(C5C=CC=CC=5)CCCC4)=NC(=O)C(O)=C3C2=O)CC1.C([O:36][C:37]1[C:42](=[O:43])[N:41]=[C:40]([CH2:44][C:45]2([C:50]3[CH:55]=[CH:54][CH:53]=[CH:52][CH:51]=3)[CH2:49][CH2:48][CH2:47][CH2:46]2)[N:39]2[CH2:56][CH2:57][N:58]([CH:61]3[CH2:65][CH2:64][CH2:63][CH2:62]3)[C:59](=[O:60])[C:38]=12)C1C=CC=CC=1. Given the product [CH:61]1([N:58]2[CH2:57][CH2:56][N:39]3[C:40]([CH2:44][C:45]4([C:50]5[CH:55]=[CH:54][CH:53]=[CH:52][CH:51]=5)[CH2:46][CH2:47][CH2:48][CH2:49]4)=[N:41][C:42](=[O:43])[C:37]([OH:36])=[C:38]3[C:59]2=[O:60])[CH2:62][CH2:63][CH2:64][CH2:65]1, predict the reactants needed to synthesize it. (4) Given the product [O:16]=[C:14]1[N:1]=[C:2]2[C:3](=[CH:4][CH:5]=[C:6]([C:8]([O:10][CH3:11])=[O:9])[NH:7]2)[CH2:12][CH2:13]1, predict the reactants needed to synthesize it. The reactants are: [NH2:1][C:2]1[N:7]=[C:6]([C:8]([O:10][CH3:11])=[O:9])[CH:5]=[CH:4][C:3]=1[CH2:12][CH2:13][C:14]([O:16]CC)=O. (5) Given the product [N+:17]([C:9]1[CH:10]=[C:11]([N+:14]([O-:16])=[O:15])[CH:12]=[CH:13][C:8]=1[C@H:21]([CH3:27])[C:22]([O:24][CH2:25][CH3:26])=[O:23])([O-:19])=[O:18], predict the reactants needed to synthesize it. The reactants are: C(=O)([O-])[O-].[K+].[K+].F[C:8]1[CH:13]=[CH:12][C:11]([N+:14]([O-:16])=[O:15])=[CH:10][C:9]=1[N+:17]([O-:19])=[O:18].O[C@@H:21]([CH3:27])[C:22]([O:24][CH2:25][CH3:26])=[O:23]. (6) Given the product [NH2:23][C:20]1[N:21]=[CH:22][C:17]([C:3]2[CH:4]=[CH:5][C:6]([C:25]3[CH:30]=[C:29]([C:31]([F:34])([F:33])[F:32])[CH:28]=[CH:27][C:26]=3[C:44]3[CH:45]=[N:46][C:47]([NH2:50])=[N:48][CH:49]=3)=[CH:7][C:2]=2[F:1])=[N:18][CH:19]=1, predict the reactants needed to synthesize it. The reactants are: [F:1][C:2]1[CH:7]=[C:6](B2OC(C)(C)C(C)(C)O2)[CH:5]=[CH:4][C:3]=1[C:17]1[N:18]=[CH:19][C:20]([NH2:23])=[N:21][CH:22]=1.Br[C:25]1[CH:30]=[C:29]([C:31]([F:34])([F:33])[F:32])[CH:28]=[CH:27][C:26]=1Cl.CC1(C)C(C)(C)OB([C:44]2[CH:45]=[N:46][C:47]([NH2:50])=[N:48][CH:49]=2)O1.